This data is from Forward reaction prediction with 1.9M reactions from USPTO patents (1976-2016). The task is: Predict the product of the given reaction. (1) The product is: [N:4]1[N:3]([CH2:7][C:8]([N:18]2[CH2:19][C@H:15]([CH2:14][C:13]3[CH:37]=[CH:38][CH:39]=[CH:40][C:12]=3[Cl:11])[CH2:16][C@H:17]2[C:20]([NH:22][C:23]2[CH:28]=[CH:27][C:26]([O:29][C:30]3[CH:31]=[CH:32][C:33]([F:36])=[CH:34][CH:35]=3)=[CH:25][CH:24]=2)=[O:21])=[O:10])[N:2]=[CH:6][CH:5]=1. Given the reactants Cl.[N:2]1[N:3]([CH2:7][C:8]([OH:10])=O)[N:4]=[CH:5][CH:6]=1.[Cl:11][C:12]1[CH:40]=[CH:39][CH:38]=[CH:37][C:13]=1[CH2:14][C@H:15]1[CH2:19][NH:18][C@H:17]([C:20]([NH:22][C:23]2[CH:28]=[CH:27][C:26]([O:29][C:30]3[CH:35]=[CH:34][C:33]([F:36])=[CH:32][CH:31]=3)=[CH:25][CH:24]=2)=[O:21])[CH2:16]1, predict the reaction product. (2) Given the reactants C[Si]([N-][Si](C)(C)C)(C)C.[K+].[C:11]([C:14]1[CH:23]=[CH:22][C:17]([C:18]([O:20][CH3:21])=[O:19])=[CH:16][CH:15]=1)(=O)[CH3:12].O1C[CH2:27][CH2:26][CH2:25]1, predict the reaction product. The product is: [CH3:12]/[C:11](/[C:14]1[CH:23]=[CH:22][C:17]([C:18]([O:20][CH3:21])=[O:19])=[CH:16][CH:15]=1)=[CH:25]/[CH2:26][CH3:27]. (3) Given the reactants [CH2:1]([O:3][C:4]([C:6]1[O:7][C:8]2[CH:15]=[CH:14][CH:13]=[C:12]([NH:16][C:17](=[O:19])[CH3:18])[C:9]=2[C:10]=1[CH3:11])=[O:5])[CH3:2].I[CH3:21].[H-].[Na+], predict the reaction product. The product is: [CH2:1]([O:3][C:4]([C:6]1[O:7][C:8]2[CH:15]=[CH:14][CH:13]=[C:12]([N:16]([C:17](=[O:19])[CH3:18])[CH3:21])[C:9]=2[C:10]=1[CH3:11])=[O:5])[CH3:2].